This data is from TCR-epitope binding with 47,182 pairs between 192 epitopes and 23,139 TCRs. The task is: Binary Classification. Given a T-cell receptor sequence (or CDR3 region) and an epitope sequence, predict whether binding occurs between them. (1) The epitope is SEETGTLIV. The TCR CDR3 sequence is CASSSLAAPGGPDTQYF. Result: 0 (the TCR does not bind to the epitope). (2) The epitope is ALSKGVHFV. The TCR CDR3 sequence is CASSLMGGYNEQFF. Result: 1 (the TCR binds to the epitope). (3) The epitope is IYSKHTPINL. The TCR CDR3 sequence is CASRFARAGGLGTQYF. Result: 0 (the TCR does not bind to the epitope). (4) The epitope is MPASWVMRI. The TCR CDR3 sequence is CASSLSRDHEQYF. Result: 1 (the TCR binds to the epitope). (5) The epitope is NLVPMVATV. The TCR CDR3 sequence is CSNQPQHF. Result: 1 (the TCR binds to the epitope). (6) The epitope is RAKFKQLL. The TCR CDR3 sequence is CASSQPGQPQETQYF. Result: 0 (the TCR does not bind to the epitope).